From a dataset of Catalyst prediction with 721,799 reactions and 888 catalyst types from USPTO. Predict which catalyst facilitates the given reaction. (1) Reactant: CI.[CH3:3][O:4][C:5]1[CH:6]=[C:7]([SH:11])[CH:8]=[CH:9][CH:10]=1.[C:12](=O)([O-])[O-].[K+].[K+]. Product: [CH3:3][O:4][C:5]1[CH:10]=[CH:9][CH:8]=[C:7]([S:11][CH3:12])[CH:6]=1. The catalyst class is: 21. (2) Reactant: Cl[C:2]1[C:3]2[N:10]([CH3:11])[CH:9]=[CH:8][C:4]=2[N:5]=[CH:6][N:7]=1.[NH2:12][C:13]1[CH:29]=[CH:28][C:16]([O:17][C:18]2[CH:26]=[CH:25][CH:24]=[C:23]3[C:19]=2[CH2:20][C:21](=[O:27])[NH:22]3)=[C:15]([Cl:30])[CH:14]=1.Cl.N1C=CC=CC=1.C(=O)([O-])O.[Na+]. Product: [Cl:30][C:15]1[CH:14]=[C:13]([NH:12][C:2]2[C:3]3[N:10]([CH3:11])[CH:9]=[CH:8][C:4]=3[N:5]=[CH:6][N:7]=2)[CH:29]=[CH:28][C:16]=1[O:17][C:18]1[CH:26]=[CH:25][CH:24]=[C:23]2[C:19]=1[CH2:20][C:21](=[O:27])[NH:22]2. The catalyst class is: 32.